This data is from Full USPTO retrosynthesis dataset with 1.9M reactions from patents (1976-2016). The task is: Predict the reactants needed to synthesize the given product. Given the product [CH2:1]([O:4][C:5](=[O:17])[NH:6][C:7]1[CH:12]=[CH:11][C:10]([NH2:13])=[CH:9][C:8]=1[Br:16])[CH2:2][CH3:3], predict the reactants needed to synthesize it. The reactants are: [CH2:1]([O:4][C:5](=[O:17])[NH:6][C:7]1[CH:12]=[CH:11][C:10]([N+:13]([O-])=O)=[CH:9][C:8]=1[Br:16])[CH2:2][CH3:3].C(=O)(O)[O-].[Na+].